Predict the reactants needed to synthesize the given product. From a dataset of Full USPTO retrosynthesis dataset with 1.9M reactions from patents (1976-2016). (1) The reactants are: C(OC([N:8]1[CH2:12][CH2:11][CH2:10][C@@H:9]1[CH2:13][O:14][C:15]1[CH:20]=[CH:19][C:18]([O:21][C:22]2[CH:27]=[CH:26][C:25]([Cl:28])=[CH:24][CH:23]=2)=[CH:17][CH:16]=1)=O)(C)(C)C.Cl. Given the product [ClH:28].[Cl:28][C:25]1[CH:26]=[CH:27][C:22]([O:21][C:18]2[CH:19]=[CH:20][C:15]([O:14][CH2:13][C@H:9]3[CH2:10][CH2:11][CH2:12][NH:8]3)=[CH:16][CH:17]=2)=[CH:23][CH:24]=1, predict the reactants needed to synthesize it. (2) Given the product [I:1][C:2]1[CH:7]=[CH:6][C:5]([C:8]2([C:14]#[N:15])[CH2:13][CH2:12][N:11]([CH2:19][CH2:18][C:17]([F:22])([F:21])[F:16])[CH2:10][CH2:9]2)=[CH:4][CH:3]=1, predict the reactants needed to synthesize it. The reactants are: [I:1][C:2]1[CH:7]=[CH:6][C:5]([C:8]2([C:14]#[N:15])[CH2:13][CH2:12][NH:11][CH2:10][CH2:9]2)=[CH:4][CH:3]=1.[F:16][C:17]([F:22])([F:21])[CH2:18][CH2:19]Br.C([O-])([O-])=O.[K+].[K+]. (3) Given the product [F:1][C:2]1[CH:3]=[CH:4][C:5]([C:8]2[N:12]=[C:11]([C:13]([CH3:17])([CH3:16])[CH2:14][NH:15][C:28](=[O:29])[C:27]3[CH:31]=[CH:32][CH:33]=[C:25]([C:22]4[N:21]=[C:20]([C:19]([F:35])([F:34])[F:18])[O:24][N:23]=4)[CH:26]=3)[NH:10][N:9]=2)=[CH:6][CH:7]=1, predict the reactants needed to synthesize it. The reactants are: [F:1][C:2]1[CH:7]=[CH:6][C:5]([C:8]2[N:12]=[C:11]([C:13]([CH3:17])([CH3:16])[CH2:14][NH2:15])[NH:10][N:9]=2)=[CH:4][CH:3]=1.[F:18][C:19]([F:35])([F:34])[C:20]1[O:24][N:23]=[C:22]([C:25]2[CH:26]=[C:27]([CH:31]=[CH:32][CH:33]=2)[C:28](O)=[O:29])[N:21]=1. (4) Given the product [C:1]1([C:18]2[CH:19]=[CH:20][CH:21]=[CH:22][CH:23]=2)[CH:2]=[CH:3][C:4]([CH2:7][C@H:8]2[N:12]([C:31](=[O:36])[C:32]([CH3:35])([CH3:34])[CH3:33])[C:11](=[O:13])[C@:10]([CH3:17])([C:14]([OH:16])=[O:15])[CH2:9]2)=[CH:5][CH:6]=1.[C:1]1([C:18]2[CH:19]=[CH:20][CH:21]=[CH:22][CH:23]=2)[CH:2]=[CH:3][C:4]([CH2:7][C@H:8]2[N:12]([C:31](=[O:36])[C:32]([CH3:35])([CH3:34])[CH3:33])[C:11](=[O:13])[C@@:10]([CH3:17])([C:14]([OH:16])=[O:15])[CH2:9]2)=[CH:5][CH:6]=1, predict the reactants needed to synthesize it. The reactants are: [C:1]1([C:18]2[CH:23]=[CH:22][CH:21]=[CH:20][CH:19]=2)[CH:6]=[CH:5][C:4]([CH2:7][CH:8]2[NH:12][C:11](=[O:13])[C:10]([CH3:17])([C:14]([OH:16])=[O:15])[CH2:9]2)=[CH:3][CH:2]=1.C1(C)C=CC=CC=1.[C:31](Cl)(=[O:36])[C:32]([CH3:35])([CH3:34])[CH3:33].C(O)(=O)CC(CC(O)=O)(C(O)=O)O. (5) Given the product [Cl:1][C:2]1[C:3]([N:12]2[CH:29]=[C:15]3[C:16]([NH:21][C:22]4[CH:27]=[C:26]([CH3:28])[N:25]=[CH:24][N:23]=4)=[N:17][CH:18]=[C:19]([F:20])[C:14]3=[N:13]2)=[C:4]([CH:7]=[C:8]([CH:10]=[O:31])[CH:9]=1)[C:5]#[N:6], predict the reactants needed to synthesize it. The reactants are: [Cl:1][C:2]1[C:3]([N:12]2[CH:29]=[C:15]3[C:16]([NH:21][C:22]4[CH:27]=[C:26]([CH3:28])[N:25]=[CH:24][N:23]=4)=[N:17][CH:18]=[C:19]([F:20])[C:14]3=[N:13]2)=[C:4]([CH:7]=[C:8]([CH:10]=C)[CH:9]=1)[C:5]#[N:6].I([O-])(=O)(=O)=[O:31].[Na+]. (6) Given the product [Cl:16][C:14]1[CH:13]=[CH:12][C:11]([O:17][CH2:18][C:19]([N:21]2[CH2:26][CH2:25][N:24]([CH2:27][C:28]3[CH:29]=[CH:30][C:31]([F:34])=[CH:32][CH:33]=3)[CH2:23][C@H:22]2[CH3:35])=[O:20])=[C:10]([NH:9][C:7](=[O:8])[NH:6][CH2:5][CH2:4][C:3]([OH:36])=[O:2])[CH:15]=1, predict the reactants needed to synthesize it. The reactants are: C[O:2][C:3](=[O:36])[CH2:4][CH2:5][NH:6][C:7]([NH:9][C:10]1[CH:15]=[C:14]([Cl:16])[CH:13]=[CH:12][C:11]=1[O:17][CH2:18][C:19]([N:21]1[CH2:26][CH2:25][N:24]([CH2:27][C:28]2[CH:33]=[CH:32][C:31]([F:34])=[CH:30][CH:29]=2)[CH2:23][C@H:22]1[CH3:35])=[O:20])=[O:8].O.[OH-].[Li+].